Dataset: Drug half-life prediction data from Obach et al.. Task: Regression/Classification. Given a drug SMILES string, predict its absorption, distribution, metabolism, or excretion properties. Task type varies by dataset: regression for continuous measurements (e.g., permeability, clearance, half-life) or binary classification for categorical outcomes (e.g., BBB penetration, CYP inhibition). For this dataset (half_life_obach), we predict log10(half-life) (log10 of half-life in hours). (1) The compound is CCN1CC(CCN2CCOCC2)C(c2ccccc2)(c2ccccc2)C1=O. The log10(half-life) is 0.610. (2) The compound is CCN(CC)CCNC(=O)c1cc(Cl)c(N)cc1OC. The log10(half-life) is 0.860. (3) The compound is C=CCc1ccccc1OCC(O)CNC(C)C. The log10(half-life) is 0.400. (4) The compound is Cc1nc2c([nH]1)CCN(C(=O)c1ccc(NC(=O)c3ccccc3-c3ccccc3)cc1)c1ccccc1-2. The log10(half-life) is 0.830. (5) The compound is O=c1n(CCCN2CCN(c3cccc(Cl)c3)CC2)nc2ccccn12. The log10(half-life) is 0.860. (6) The drug is O=C(NC1CCN(CCc2c[nH]c3ccccc23)CC1)c1ccccc1. The log10(half-life) is 0.630. (7) The compound is C=C(CC)C(=O)c1ccc(OCC(=O)O)c(Cl)c1Cl. The log10(half-life) is -0.300.